From a dataset of Reaction yield outcomes from USPTO patents with 853,638 reactions. Predict the reaction yield, written as a fraction of the theoretical maximum amount of product (1.0 means a 100% yield; for example, 0.34 means a 34% yield). (1) The reactants are [Cl:1][C:2]1[N:7]=[C:6]([CH2:8][C:9]([C:11]2[C:12]([F:29])=[C:13]([NH:17][S:18]([C:21]3[C:26]([F:27])=[CH:25][CH:24]=[CH:23][C:22]=3[F:28])(=[O:20])=[O:19])[CH:14]=[CH:15][CH:16]=2)=O)[CH:5]=[CH:4][N:3]=1.C1C(=O)N(Br)C(=O)C1.[N:38]1([C:46](=[S:48])[NH2:47])[CH2:43][CH2:42][S:41](=[O:45])(=[O:44])[CH2:40][CH2:39]1. No catalyst specified. The product is [Cl:1][C:2]1[N:7]=[C:6]([C:8]2[S:48][C:46]([N:38]3[CH2:43][CH2:42][S:41](=[O:45])(=[O:44])[CH2:40][CH2:39]3)=[N:47][C:9]=2[C:11]2[C:12]([F:29])=[C:13]([NH:17][S:18]([C:21]3[C:26]([F:27])=[CH:25][CH:24]=[CH:23][C:22]=3[F:28])(=[O:20])=[O:19])[CH:14]=[CH:15][CH:16]=2)[CH:5]=[CH:4][N:3]=1. The yield is 0.900. (2) The reactants are [O:1]1[C:5]2([CH2:10][CH2:9][CH:8]([CH:11]=[O:12])[CH2:7][CH2:6]2)[O:4][CH2:3][CH2:2]1.[CH:13]1([Mg]Cl)[CH2:18][CH2:17][CH2:16][CH2:15][CH2:14]1. The catalyst is C1COCC1. The product is [CH:13]1([CH:11]([CH:8]2[CH2:9][CH2:10][C:5]3([O:4][CH2:3][CH2:2][O:1]3)[CH2:6][CH2:7]2)[OH:12])[CH2:18][CH2:17][CH2:16][CH2:15][CH2:14]1. The yield is 0.780. (3) The reactants are [CH3:1][O:2][CH2:3][C@H:4]([CH3:31])[O:5][C:6]1[CH:7]=[C:8]([C:23]2[NH:27][C:26]([C:28](O)=[O:29])=[CH:25][CH:24]=2)[CH:9]=[C:10]([O:12][Si:13]([CH:20]([CH3:22])[CH3:21])([CH:17]([CH3:19])[CH3:18])[CH:14]([CH3:16])[CH3:15])[CH:11]=1.[NH2:32][CH2:33][C@H:34]([OH:37])[CH2:35][OH:36].[Cl-].COC1N=C(OC)N=C([N+]2(C)CCOCC2)N=1. The catalyst is CO. The product is [OH:37][C@H:34]([CH2:35][OH:36])[CH2:33][NH:32][C:28]([C:26]1[NH:27][C:23]([C:8]2[CH:9]=[C:10]([O:12][Si:13]([CH:14]([CH3:16])[CH3:15])([CH:17]([CH3:19])[CH3:18])[CH:20]([CH3:22])[CH3:21])[CH:11]=[C:6]([O:5][C@@H:4]([CH3:31])[CH2:3][O:2][CH3:1])[CH:7]=2)=[CH:24][CH:25]=1)=[O:29]. The yield is 0.860. (4) The reactants are [CH2:1]([N:8]1[CH:13]([C:14]2[CH:19]=[CH:18][CH:17]=[CH:16][CH:15]=2)[CH2:12][C:11]([CH3:21])([CH3:20])[N:10]2[N:22]=[CH:23][C:24]([C:25](O)=[O:26])=[C:9]12)[C:2]1[CH:7]=[CH:6][CH:5]=[CH:4][CH:3]=1.F[P-](F)(F)(F)(F)F.C[N+](C)=C(N(C)C)O.C(N(C(C)C)CC)(C)C.Cl.[CH3:53][O:54][NH:55][CH3:56]. The catalyst is O.CN1C(=O)CCC1. The product is [CH3:53][O:54][N:55]([CH3:56])[C:25]([C:24]1[CH:23]=[N:22][N:10]2[C:11]([CH3:21])([CH3:20])[CH2:12][CH:13]([C:14]3[CH:15]=[CH:16][CH:17]=[CH:18][CH:19]=3)[N:8]([CH2:1][C:2]3[CH:7]=[CH:6][CH:5]=[CH:4][CH:3]=3)[C:9]=12)=[O:26]. The yield is 0.810. (5) The reactants are [CH:1]1([NH:4][C:5]([NH:7][C:8]2[CH:13]=[CH:12][C:11]([O:14][C:15]3[CH:20]=[CH:19][N:18]=[C:17]4[CH:21]=[C:22]([C:24]5[CH:29]=[CH:28][C:27]([CH2:30][N:31]6[CH2:36][CH2:35][NH:34][CH2:33][CH2:32]6)=[CH:26][N:25]=5)[S:23][C:16]=34)=[C:10]([F:37])[CH:9]=2)=[O:6])[CH2:3][CH2:2]1.CCN(C(C)C)C(C)C.Br[CH:48]([CH3:56])[CH2:49][CH2:50][C:51]([O:53][CH2:54][CH3:55])=[O:52]. The catalyst is CS(C)=O.CCOC(C)=O.CO.C(Cl)Cl. The product is [OH-:6].[NH4+:4].[CH:1]1([NH:4][C:5](=[O:6])[NH:7][C:8]2[CH:13]=[CH:12][C:11]([O:14][C:15]3[CH:20]=[CH:19][N:18]=[C:17]4[CH:21]=[C:22]([C:24]5[N:25]=[CH:26][C:27]([CH2:30][N:31]6[CH2:32][CH2:33][N:34]([CH2:56][CH2:48][CH2:49][CH2:50][C:51]([O:53][CH2:54][CH3:55])=[O:52])[CH2:35][CH2:36]6)=[CH:28][CH:29]=5)[S:23][C:16]=34)=[C:10]([F:37])[CH:9]=2)[CH2:3][CH2:2]1. The yield is 0.0200.